The task is: Predict the product of the given reaction.. This data is from Forward reaction prediction with 1.9M reactions from USPTO patents (1976-2016). (1) The product is: [CH:18]1([CH:8]([C:7]2[C:3]([CH2:1][CH3:2])=[N:4][N:5]([C:10]3[CH:15]=[CH:14][CH:13]=[C:12]([O:16][CH3:17])[CH:11]=3)[CH:6]=2)[OH:9])[CH2:23][CH2:22][CH2:21][CH2:20][CH2:19]1. Given the reactants [CH2:1]([C:3]1[C:7]([CH:8]=[O:9])=[CH:6][N:5]([C:10]2[CH:15]=[CH:14][CH:13]=[C:12]([O:16][CH3:17])[CH:11]=2)[N:4]=1)[CH3:2].[CH:18]1([Mg]Br)[CH2:23][CH2:22][CH2:21][CH2:20][CH2:19]1, predict the reaction product. (2) The product is: [Cl:1][C:2]1[CH:3]=[C:4]([NH:9][CH:10]([C:12]2[CH:13]=[C:14]([C:29]([N:32]3[CH2:37][CH2:36][CH:35]([OH:38])[CH2:34][CH2:33]3)=[O:30])[CH:15]=[C:16]3[C:21]=2[O:20][C:19]([N:22]2[CH2:23][CH2:24][O:25][CH2:26][CH2:27]2)=[CH:18][C:17]3=[O:28])[CH3:11])[CH:5]=[CH:6][C:7]=1[F:8]. Given the reactants [Cl:1][C:2]1[CH:3]=[C:4]([NH:9][CH:10]([C:12]2[CH:13]=[C:14]([C:29](O)=[O:30])[CH:15]=[C:16]3[C:21]=2[O:20][C:19]([N:22]2[CH2:27][CH2:26][O:25][CH2:24][CH2:23]2)=[CH:18][C:17]3=[O:28])[CH3:11])[CH:5]=[CH:6][C:7]=1[F:8].[NH:32]1[CH2:37][CH2:36][CH:35]([OH:38])[CH2:34][CH2:33]1, predict the reaction product. (3) The product is: [C:41]([N:44]1[CH2:49][CH2:48][N:47]([CH2:50][C@@H:51]([CH2:52][O:53][CH3:54])[O:38][C:35]2[CH:36]=[CH:37][C:32]([CH:29]3[CH2:30][CH2:31][N:26]([C:23]4[CH:24]=[CH:25][C:20]5[N:21]([C:17]([C:16]([F:15])([F:39])[F:40])=[N:18][N:19]=5)[N:22]=4)[CH2:27][CH2:28]3)=[CH:33][CH:34]=2)[CH2:46][CH2:45]1)(=[O:43])[CH3:42]. Given the reactants CC(OC(/N=N/C(OC(C)C)=O)=O)C.[F:15][C:16]([F:40])([F:39])[C:17]1[N:21]2[N:22]=[C:23]([N:26]3[CH2:31][CH2:30][CH:29]([C:32]4[CH:37]=[CH:36][C:35]([OH:38])=[CH:34][CH:33]=4)[CH2:28][CH2:27]3)[CH:24]=[CH:25][C:20]2=[N:19][N:18]=1.[C:41]([N:44]1[CH2:49][CH2:48][N:47]([CH2:50][C@@H:51](O)[CH2:52][O:53][CH3:54])[CH2:46][CH2:45]1)(=[O:43])[CH3:42].C(P(CCCC)CCCC)CCC.C(C1CNCCN1C[C@@H](O)COC)(=O)C, predict the reaction product.